Task: Regression. Given two drug SMILES strings and cell line genomic features, predict the synergy score measuring deviation from expected non-interaction effect.. Dataset: NCI-60 drug combinations with 297,098 pairs across 59 cell lines Drug 1: C1CCC(CC1)NC(=O)N(CCCl)N=O. Drug 2: CC1CCC2CC(C(=CC=CC=CC(CC(C(=O)C(C(C(=CC(C(=O)CC(OC(=O)C3CCCCN3C(=O)C(=O)C1(O2)O)C(C)CC4CCC(C(C4)OC)O)C)C)O)OC)C)C)C)OC. Cell line: NCIH23. Synergy scores: CSS=22.3, Synergy_ZIP=-9.90, Synergy_Bliss=-4.75, Synergy_Loewe=-2.96, Synergy_HSA=-0.829.